Predict the reaction yield, written as a fraction of the theoretical maximum amount of product (1.0 means a 100% yield; for example, 0.34 means a 34% yield). From a dataset of Reaction yield outcomes from USPTO patents with 853,638 reactions. (1) The reactants are [C:1]([NH:8][C@:9]1([C:14]([OH:16])=[O:15])[CH2:11][C@H:10]1[CH:12]=[CH2:13])([O:3][C:4]([CH3:7])([CH3:6])[CH3:5])=[O:2].[N+](=C)=[N-].[C:20](OCC)(=O)[CH3:21].[CH3:26]CCCCC. The catalyst is C(OCC)C.C([O-])(=O)C.[Pd+2].C([O-])(=O)C. The product is [CH2:20]([O:15][C:14]([C@@:9]1([NH:8][C:1]([O:3][C:4]([CH3:7])([CH3:6])[CH3:5])=[O:2])[CH2:11][C@H:10]1[CH:12]1[CH2:26][CH2:13]1)=[O:16])[CH3:21]. The yield is 0.780. (2) The reactants are [CH3:1][O:2][C:3](=[O:27])[CH:4]([C:9]1[CH:10]=[C:11]([C:16]2[CH:21]=[C:20]([C:22]([F:25])([F:24])[F:23])[CH:19]=[C:18]([F:26])[CH:17]=2)[CH:12]=[C:13]([OH:15])[CH:14]=1)[CH2:5][CH:6]([CH3:8])[CH3:7].[F:28][C:29]1[CH:30]=[C:31](B(O)O)[CH:32]=[C:33]([C:35]([F:38])([F:37])[F:36])[CH:34]=1. No catalyst specified. The product is [CH3:1][O:2][C:3](=[O:27])[CH:4]([C:9]1[CH:10]=[C:11]([C:16]2[CH:21]=[C:20]([C:22]([F:24])([F:23])[F:25])[CH:19]=[C:18]([F:26])[CH:17]=2)[CH:12]=[C:13]([O:15][C:31]2[CH:32]=[C:33]([C:35]([F:37])([F:36])[F:38])[CH:34]=[C:29]([F:28])[CH:30]=2)[CH:14]=1)[CH2:5][CH:6]([CH3:8])[CH3:7]. The yield is 0.730. (3) The reactants are C(OC([N:8]1[CH2:13][CH2:12][CH:11]([N:14]2[C:23]3[C:18](=[CH:19][C:20]([Cl:24])=[CH:21][CH:22]=3)[CH2:17][NH:16][C:15]2=[O:25])[CH2:10][CH2:9]1)=O)(C)(C)C.C(O)(C(F)(F)F)=O.C(Cl)Cl. No catalyst specified. The product is [Cl:24][C:20]1[CH:19]=[C:18]2[C:23](=[CH:22][CH:21]=1)[N:14]([CH:11]1[CH2:10][CH2:9][NH:8][CH2:13][CH2:12]1)[C:15](=[O:25])[NH:16][CH2:17]2. The yield is 0.970. (4) The reactants are [C:1]([O:5][C:6]([N:8]1[CH2:12][CH2:11][CH2:10][C@@H:9]1[CH2:13][O:14][C:15]1[CH:20]=[CH:19][C:18]([CH2:21][C:22]2[CH:27]=[CH:26][C:25](I)=[CH:24][CH:23]=2)=[CH:17][CH:16]=1)=[O:7])([CH3:4])([CH3:3])[CH3:2].[S:29]1[CH:33]=[CH:32][CH:31]=[C:30]1B(O)O.C1(P(C2C=CC=CC=2)C2C=CC=CC=2)C=CC=CC=1.C(=O)([O-])[O-].[K+].[K+]. The catalyst is COCCOC.C([O-])(=O)C.[Pd+2].C([O-])(=O)C.O.C(O)C. The product is [C:1]([O:5][C:6]([N:8]1[CH2:12][CH2:11][CH2:10][C@@H:9]1[CH2:13][O:14][C:15]1[CH:20]=[CH:19][C:18]([CH2:21][C:22]2[C:27]([C:30]3[S:29][CH:33]=[CH:32][CH:31]=3)=[CH:26][CH:25]=[CH:24][CH:23]=2)=[CH:17][CH:16]=1)=[O:7])([CH3:4])([CH3:3])[CH3:2]. The yield is 0.750. (5) The catalyst is C(Cl)Cl.C1(C)C=CC=CC=1. The yield is 0.260. The product is [Cl:12][C:13]1[CH:18]=[CH:17][CH:16]=[C:15]([Cl:19])[C:14]=1[N:20]1[CH:31]=[CH:30][C:23]2[N:24]=[C:25]([NH:42][C:43]3[CH:44]=[CH:45][C:46]([N:49]4[CH2:50][CH2:51][N:52]([CH2:55][CH2:56][OH:57])[CH2:53][CH2:54]4)=[CH:47][CH:48]=3)[N:26]=[CH:27][C:22]=2[C:21]1=[O:32]. The reactants are C1C=C(Cl)C=C(C(OO)=O)C=1.[Cl:12][C:13]1[CH:18]=[CH:17][CH:16]=[C:15]([Cl:19])[C:14]=1[N:20]1[CH:31]=[CH:30][C:23]2[N:24]=[C:25](SC)[N:26]=[CH:27][C:22]=2[C:21]1=[O:32].CCN(C(C)C)C(C)C.[NH2:42][C:43]1[CH:48]=[CH:47][C:46]([N:49]2[CH2:54][CH2:53][N:52]([CH2:55][CH2:56][OH:57])[CH2:51][CH2:50]2)=[CH:45][CH:44]=1. (6) The reactants are [O:1]1[CH2:6][CH2:5][CH2:4][CH2:3][CH:2]1[O:7][CH2:8][CH2:9][C:10]([O:12]CC1C=CC=CC=1)=O.[CH3:20][CH2:21][Mg+].[Br-]. The catalyst is C1COCC1. The product is [O:1]1[CH2:6][CH2:5][CH2:4][CH2:3][CH:2]1[O:7][CH2:8][CH2:9][C:10]1([OH:12])[CH2:21][CH2:20]1. The yield is 0.570. (7) The reactants are [CH3:1][C:2]1[N:3]=[C:4]2[CH:9]=[CH:8][C:7]([CH3:10])=[N:6][N:5]2[CH:11]=1.[CH2:12]([CH:14]([C:17]1[C:18]2[N:19]([C:24](I)=[C:25]([CH3:27])[N:26]=2)[N:20]=[C:21]([CH3:23])[CH:22]=1)[CH2:15][CH3:16])[CH3:13].C1C=CC(P(C2C=CC=CC=2)C2C=CC=CC=2)=CC=1.C([O-])([O-])=O.[Cs+].[Cs+]. The catalyst is CN(C=O)C.CCOC(C)=O.CC([O-])=O.CC([O-])=O.[Pd+2]. The product is [CH2:12]([CH:14]([C:17]1[C:18]2[N:19]([C:24]([C:11]3[N:5]4[N:6]=[C:7]([CH3:10])[CH:8]=[CH:9][C:4]4=[N:3][C:2]=3[CH3:1])=[C:25]([CH3:27])[N:26]=2)[N:20]=[C:21]([CH3:23])[CH:22]=1)[CH2:15][CH3:16])[CH3:13]. The yield is 0.340. (8) The reactants are [Br:1][C:2]1[C:6]([CH3:7])=[C:5]([NH2:8])[N:4]([C:9]2[CH:14]=[CH:13][CH:12]=[CH:11][CH:10]=2)[N:3]=1.[OH-].[Na+].Cl[C:18]([O:20][C:21]1[CH:26]=[CH:25][CH:24]=[CH:23][CH:22]=1)=[O:19]. The catalyst is CCOC(C)=O. The product is [Br:1][C:2]1[C:6]([CH3:7])=[C:5]([NH:8][C:18](=[O:19])[O:20][C:21]2[CH:26]=[CH:25][CH:24]=[CH:23][CH:22]=2)[N:4]([C:9]2[CH:10]=[CH:11][CH:12]=[CH:13][CH:14]=2)[N:3]=1. The yield is 1.00.